This data is from Catalyst prediction with 721,799 reactions and 888 catalyst types from USPTO. The task is: Predict which catalyst facilitates the given reaction. (1) Reactant: [NH:1]1[CH:5]=[CH:4][N:3]=[CH:2]1.C(=O)([O-])[O-].[K+].[K+].Br[CH2:13][CH2:14][CH2:15][C:16]1[CH:21]=[CH:20][C:19]([N+:22]([O-:24])=[O:23])=[CH:18][CH:17]=1.O. Product: [N+:22]([C:19]1[CH:20]=[CH:21][C:16]([CH2:15][CH2:14][CH2:13][N:1]2[CH:5]=[CH:4][N:3]=[CH:2]2)=[CH:17][CH:18]=1)([O-:24])=[O:23]. The catalyst class is: 1. (2) Reactant: [C:1]([O:5][C:6](=[O:31])[NH:7][CH2:8][CH2:9][CH2:10][CH2:11][N:12]([CH2:21][C:22]1[NH:26][C:25]2[CH:27]=[CH:28][CH:29]=[CH:30][C:24]=2[N:23]=1)[CH2:13][C:14]1[C:19]([CH3:20])=[CH:18][CH:17]=[CH:16][N:15]=1)([CH3:4])([CH3:3])[CH3:2].CCN(CC)CC.[C:39]1([S:45](Cl)(=[O:47])=[O:46])[CH:44]=[CH:43][CH:42]=[CH:41][CH:40]=1. Product: [C:1]([O:5][C:6](=[O:31])[NH:7][CH2:8][CH2:9][CH2:10][CH2:11][N:12]([CH2:21][C:22]1[N:26]([S:45]([C:39]2[CH:44]=[CH:43][CH:42]=[CH:41][CH:40]=2)(=[O:47])=[O:46])[C:25]2[CH:27]=[CH:28][CH:29]=[CH:30][C:24]=2[N:23]=1)[CH2:13][C:14]1[C:19]([CH3:20])=[CH:18][CH:17]=[CH:16][N:15]=1)([CH3:4])([CH3:2])[CH3:3]. The catalyst class is: 2. (3) Reactant: [C:1]([O:4][CH2:5][CH2:6][O:7][C:8]1[CH:23]=[CH:22][C:11]([C:12]([O:14]CC2C=CC=CC=2)=[O:13])=[C:10]([Cl:24])[CH:9]=1)(=[O:3])[CH3:2]. Product: [C:1]([O:4][CH2:5][CH2:6][O:7][C:8]1[CH:23]=[CH:22][C:11]([C:12]([OH:14])=[O:13])=[C:10]([Cl:24])[CH:9]=1)(=[O:3])[CH3:2]. The catalyst class is: 457. (4) Reactant: II.Br[CH2:4][CH:5]=[CH2:6].[CH:7]1([CH2:13][N:14]2[C:18]([C:19]3[CH:24]=[C:23]([C:25]([CH3:28])([CH3:27])[CH3:26])[CH:22]=[C:21]([C:29]([CH3:32])([CH3:31])[CH3:30])[CH:20]=3)=[CH:17][C:16]([C:33](N(OC)C)=[O:34])=[C:15]2[CH3:39])[CH2:12][CH2:11][CH2:10][CH2:9][CH2:8]1. Product: [CH:7]1([CH2:13][N:14]2[C:18]([C:19]3[CH:20]=[C:21]([C:29]([CH3:30])([CH3:32])[CH3:31])[CH:22]=[C:23]([C:25]([CH3:27])([CH3:28])[CH3:26])[CH:24]=3)=[CH:17][C:16]([C:33](=[O:34])[CH2:6][CH:5]=[CH2:4])=[C:15]2[CH3:39])[CH2:12][CH2:11][CH2:10][CH2:9][CH2:8]1. The catalyst class is: 332. (5) Reactant: [O:1]=[C:2]1[CH2:7][CH2:6][N:5]([C:8]2[N:9]=[C:10]([NH:25][CH3:26])[C:11]3[N:12]=[C:13]([NH:20]NCCC)[N:14]=[C:15]([NH:18][CH3:19])[C:16]=3[N:17]=2)[CH2:4][CH2:3]1.Cl.C(OCC)C.Cl.[Cl:34]C1[N:36]=[C:37](NCCC)[C:38]2N=C(NC)N=C(NCCC)[C:43]=2N=1. Product: [ClH:34].[O:1]=[C:2]1[CH2:3][CH2:4][N:5]([C:8]2([NH:36][CH2:37][CH2:38][CH3:43])[NH:17][C:16]3[C:15]([NH:18][CH3:19])=[N:14][C:13]([NH2:20])=[N:12][C:11]=3[C:10]([NH:25][CH3:26])=[N:9]2)[CH2:6][CH2:7]1. The catalyst class is: 27. (6) Reactant: [NH2:1][C:2]1[CH:3]=[CH:4][C:5]([OH:20])=[N:6][C:7]=1[NH:8][C:9]1[CH:14]=[CH:13][CH:12]=[CH:11][C:10]=1[O:15][C:16]([F:19])([F:18])[F:17].[CH:21]1([CH:24]=O)[CH2:23][CH2:22]1. The catalyst class is: 641. Product: [CH:21]1([C:24]2[N:8]([C:9]3[CH:14]=[CH:13][CH:12]=[CH:11][C:10]=3[O:15][C:16]([F:19])([F:17])[F:18])[C:7]3=[N:6][C:5]([OH:20])=[CH:4][CH:3]=[C:2]3[N:1]=2)[CH2:23][CH2:22]1. (7) Reactant: [CH3:1][C:2]1([C:7]2[CH:12]=[CH:11][CH:10]=[CH:9][CH:8]=2)[O:6]CCO1.S([O-])(OCCCCCCCCCCCC)(=O)=O.[Na+].O.C1(C)C=CC(S(O)(=O)=O)=CC=1.[CH2:43]([CH:45]([CH2:49][CH2:50][CH2:51][CH3:52])[CH2:46][Mg]Br)[CH3:44]. Product: [CH2:43]([CH:45]([CH2:49][CH2:50][CH2:51][CH3:52])[CH2:46][C:2]([C:7]1[CH:8]=[CH:9][CH:10]=[CH:11][CH:12]=1)([OH:6])[CH3:1])[CH3:44]. The catalyst class is: 581. (8) The catalyst class is: 277. Reactant: [F:1][C:2]([F:29])([F:28])[CH2:3][N:4]1[C:9](=[O:10])[C:8]([O:11][CH2:12][C:13]([CH3:17])([CH3:16])[CH2:14][OH:15])=[C:7]([C:18]2[CH:23]=[CH:22][C:21]([S:24]([NH2:27])(=[O:26])=[O:25])=[CH:20][CH:19]=2)[CH:6]=[N:5]1.[C:30](OC(=O)C)(=[O:32])[CH3:31].C(N(CC)CC)C. Product: [F:29][C:2]([F:28])([F:1])[CH2:3][N:4]1[C:9](=[O:10])[C:8]([O:11][CH2:12][C:13]([CH3:17])([CH3:16])[CH2:14][OH:15])=[C:7]([C:18]2[CH:23]=[CH:22][C:21]([S:24]([NH:27][C:30](=[O:32])[CH3:31])(=[O:26])=[O:25])=[CH:20][CH:19]=2)[CH:6]=[N:5]1.